This data is from M1 muscarinic receptor agonist screen with 61,833 compounds. The task is: Binary Classification. Given a drug SMILES string, predict its activity (active/inactive) in a high-throughput screening assay against a specified biological target. (1) The compound is S(c1n(nnn1)c1ccccc1)CC(=O)Nc1snc(n1)c1ccccc1. The result is 0 (inactive). (2) The molecule is O(c1cc(NC(=O)c2cc(OC)ccc2)ccc1)C(=O)C. The result is 0 (inactive). (3) The drug is S(=O)(=O)(NC(C(=O)NC(CC)C)c1ccccc1)c1cc2c(n(c(=O)n(c2=O)C)C)cc1. The result is 0 (inactive).